This data is from Full USPTO retrosynthesis dataset with 1.9M reactions from patents (1976-2016). The task is: Predict the reactants needed to synthesize the given product. (1) The reactants are: Br[C:2]1[CH:3]=[N:4][C:5]2[C:10]([CH:11]=1)=[C:9]([F:12])[C:8]([CH2:13][C:14]([O:16][CH3:17])=[O:15])=[C:7]([F:18])[CH:6]=2.CN1[C:24](=O)[CH2:23][CH2:22][CH2:21]1.C([O-])(O)=O.[Na+].[C:31](OCC)(=O)[CH3:32]. Given the product [CH:21]1([C:2]2[CH:3]=[N:4][C:5]3[C:10]([CH:11]=2)=[C:9]([F:12])[C:8]([CH2:13][C:14]([O:16][CH3:17])=[O:15])=[C:7]([F:18])[CH:6]=3)[CH2:32][CH2:31][CH2:24][CH2:23][CH2:22]1, predict the reactants needed to synthesize it. (2) Given the product [Br:22][C:21]1[N:20]([CH3:23])[N:19]=[CH:18][C:17]=1[C:15]1[N:3]=[C:1]([CH3:2])[N:4]([NH:5][C:6](=[O:7])[O:8][C:9]([CH3:12])([CH3:11])[CH3:10])[CH:14]=1, predict the reactants needed to synthesize it. The reactants are: [C:1]([NH:4][NH:5][C:6]([O:8][C:9]([CH3:12])([CH3:11])[CH3:10])=[O:7])(=[NH:3])[CH3:2].Br[CH2:14][C:15]([C:17]1[CH:18]=[N:19][N:20]([CH3:23])[C:21]=1[Br:22])=O.C(N(CC)C(C)C)(C)C.